From a dataset of Catalyst prediction with 721,799 reactions and 888 catalyst types from USPTO. Predict which catalyst facilitates the given reaction. (1) Reactant: CCN(C(C)C)C(C)C.Cl.[NH2:11][CH2:12][C:13]([N:15]1[CH2:20][CH2:19][N:18]([C:21](=[O:32])[C:22]2[CH:27]=[CH:26][CH:25]=[CH:24][C:23]=2[C:28]([F:31])([F:30])[F:29])[CH2:17][CH2:16]1)=[O:14].C1C=CC2N(O)N=NC=2C=1.CCN=C=NCCCN(C)C.[OH:54][C:55]1[CH:63]=[CH:62][C:58]([C:59](O)=[O:60])=[CH:57][N:56]=1. Product: [OH:54][C:55]1[CH:63]=[CH:62][C:58]([C:59]([NH:11][CH2:12][C:13](=[O:14])[N:15]2[CH2:16][CH2:17][N:18]([C:21](=[O:32])[C:22]3[CH:27]=[CH:26][CH:25]=[CH:24][C:23]=3[C:28]([F:31])([F:29])[F:30])[CH2:19][CH2:20]2)=[O:60])=[CH:57][N:56]=1. The catalyst class is: 18. (2) Reactant: [Si:1]([O:8][C@H:9]1[CH2:13][N:12]([S:14]([C:17]2[CH:22]=[CH:21][C:20]([C:23]([F:26])([F:25])[F:24])=[CH:19][CH:18]=2)(=[O:16])=[O:15])[C@H:11]([CH:27]=[CH2:28])[CH2:10]1)([C:4]([CH3:7])([CH3:6])[CH3:5])([CH3:3])[CH3:2]. Product: [Si:1]([O:8][C@H:9]1[CH2:13][N:12]([S:14]([C:17]2[CH:18]=[CH:19][C:20]([C:23]([F:24])([F:25])[F:26])=[CH:21][CH:22]=2)(=[O:16])=[O:15])[C@H:11]([CH2:27][CH3:28])[CH2:10]1)([C:4]([CH3:7])([CH3:6])[CH3:5])([CH3:3])[CH3:2]. The catalyst class is: 25.